From a dataset of Forward reaction prediction with 1.9M reactions from USPTO patents (1976-2016). Predict the product of the given reaction. (1) Given the reactants [OH:1][C:2]1[C:7]([C:8]([NH:10][CH:11]([C:26]2[CH:31]=[CH:30][CH:29]=[CH:28][CH:27]=2)[C:12]2[CH:17]=[CH:16][C:15]([P:18]([CH2:23][CH2:24][CH3:25])(=[O:22])[O:19]CC)=[CH:14][CH:13]=2)=[O:9])=[CH:6][N:5]=[C:4]([N:32]2[CH:36]=[CH:35][CH:34]=[N:33]2)[N:3]=1.[OH-].[Na+], predict the reaction product. The product is: [OH:1][C:2]1[C:7]([C:8]([NH:10][CH:11]([C:26]2[CH:27]=[CH:28][CH:29]=[CH:30][CH:31]=2)[C:12]2[CH:13]=[CH:14][C:15]([P:18]([CH2:23][CH2:24][CH3:25])(=[O:19])[OH:22])=[CH:16][CH:17]=2)=[O:9])=[CH:6][N:5]=[C:4]([N:32]2[CH:36]=[CH:35][CH:34]=[N:33]2)[N:3]=1. (2) Given the reactants [Cl:1][C:2]1[C:3]([CH2:8][NH2:9])=[N:4][CH:5]=[CH:6][N:7]=1.Cl.[C:11]([N:21]1[CH2:29][CH2:28][CH2:27][CH2:26][C@H:22]1[C:23](O)=[O:24])([O:13][CH2:14][C:15]1[CH:20]=[CH:19][CH:18]=[CH:17][CH:16]=1)=[O:12].C(N(CC)CC)C.CN(C(ON1N=NC2C=CC=NC1=2)=[N+](C)C)C.F[P-](F)(F)(F)(F)F, predict the reaction product. The product is: [Cl:1][C:2]1[C:3]([CH2:8][NH:9][C:23]([C@@H:22]2[CH2:26][CH2:27][CH2:28][CH2:29][N:21]2[C:11]([O:13][CH2:14][C:15]2[CH:16]=[CH:17][CH:18]=[CH:19][CH:20]=2)=[O:12])=[O:24])=[N:4][CH:5]=[CH:6][N:7]=1. (3) Given the reactants C([O-])([O-])=O.[K+].[K+].[Br:7][C:8]1[CH:13]=[CH:12][CH:11]=[CH:10][C:9]=1[SH:14].[CH2:15]([O:17][CH:18]([O:21][CH2:22][CH3:23])[CH2:19]Br)[CH3:16], predict the reaction product. The product is: [Br:7][C:8]1[CH:13]=[CH:12][CH:11]=[CH:10][C:9]=1[S:14][CH2:19][CH:18]([O:21][CH2:22][CH3:23])[O:17][CH2:15][CH3:16]. (4) Given the reactants [C@H:1]1([NH:10][C:11]2[CH:20]=[CH:19][C:18]3[C:13](=[CH:14][CH:15]=[C:16]([NH2:21])[CH:17]=3)[N:12]=2)[C:9]2[C:4](=[CH:5][CH:6]=[CH:7][CH:8]=2)[CH2:3][CH2:2]1.[CH3:22][O:23][C:24]1[CH:25]=[C:26]([N:30]=[C:31]=[O:32])[CH:27]=[CH:28][CH:29]=1, predict the reaction product. The product is: [C@H:1]1([NH:10][C:11]2[CH:20]=[CH:19][C:18]3[C:13](=[CH:14][CH:15]=[C:16]([NH:21][C:31]([NH:30][C:26]4[CH:27]=[CH:28][CH:29]=[C:24]([O:23][CH3:22])[CH:25]=4)=[O:32])[CH:17]=3)[N:12]=2)[C:9]2[C:4](=[CH:5][CH:6]=[CH:7][CH:8]=2)[CH2:3][CH2:2]1.